From a dataset of Full USPTO retrosynthesis dataset with 1.9M reactions from patents (1976-2016). Predict the reactants needed to synthesize the given product. (1) Given the product [N:11]1([C:9]2[N:10]=[C:5]3[N:4]=[CH:3][C:2]([C:24]#[C:23][C:17]4[CH:22]=[CH:21][CH:20]=[CH:19][CH:18]=4)=[CH:7][N:6]3[N:8]=2)[CH2:16][CH2:15][O:14][CH2:13][CH2:12]1, predict the reactants needed to synthesize it. The reactants are: Br[C:2]1[CH:3]=[N:4][C:5]2[N:6]([N:8]=[C:9]([N:11]3[CH2:16][CH2:15][O:14][CH2:13][CH2:12]3)[N:10]=2)[CH:7]=1.[C:17]1([C:23]#[CH:24])[CH:22]=[CH:21][CH:20]=[CH:19][CH:18]=1. (2) The reactants are: [CH3:1][O:2][C:3](=[O:31])[C:4]1[CH:9]=[C:8]([CH2:10][C@H:11]([NH2:24])[C:12](=[O:23])[NH:13][CH2:14][C:15]2[CH:20]=[CH:19][C:18]([O:21][CH3:22])=[CH:17][CH:16]=2)[CH:7]=[CH:6][C:5]=1[O:25][CH2:26][C:27]([O:29][CH3:30])=[O:28].[C:32]1([S:38](Cl)(=[O:40])=[O:39])[CH:37]=[CH:36][CH:35]=[CH:34][CH:33]=1. Given the product [CH3:1][O:2][C:3](=[O:31])[C:4]1[CH:9]=[C:8]([CH2:10][C@H:11]([NH:24][S:38]([C:32]2[CH:37]=[CH:36][CH:35]=[CH:34][CH:33]=2)(=[O:40])=[O:39])[C:12](=[O:23])[NH:13][CH2:14][C:15]2[CH:20]=[CH:19][C:18]([O:21][CH3:22])=[CH:17][CH:16]=2)[CH:7]=[CH:6][C:5]=1[O:25][CH2:26][C:27]([O:29][CH3:30])=[O:28], predict the reactants needed to synthesize it. (3) Given the product [NH:30]1[C:31]2[C:27](=[C:26]([C:17]3[N:18]=[C:19]([N:20]4[CH2:25][CH2:24][O:23][CH2:22][CH2:21]4)[C:14]4[O:13][C:12]5[N:35]=[CH:36][C:9]([CH2:8][N:5]([CH2:4][CH2:3][O:51][CH3:50])[CH3:6])=[CH:10][C:11]=5[C:15]=4[N:16]=3)[CH:34]=[CH:33][CH:32]=2)[CH:28]=[CH:29]1, predict the reactants needed to synthesize it. The reactants are: FC1(F)C[CH2:6][N:5]([CH2:8][C:9]2[CH:36]=[N:35][C:12]3[O:13][C:14]4[C:19]([N:20]5[CH2:25][CH2:24][O:23][CH2:22][CH2:21]5)=[N:18][C:17]([C:26]5[CH:34]=[CH:33][CH:32]=[C:31]6[C:27]=5[CH:28]=[CH:29][NH:30]6)=[N:16][C:15]=4[C:11]=3[CH:10]=2)[CH2:4][CH2:3]1.N1C2C=CC=C(B(O)O)C=2C=C1.[C:50]([O-])([O-])=[O:51].[Na+].[Na+].O1CCOCC1. (4) Given the product [NH2:1][C:2]1[CH:7]=[C:6]([C:10]2[CH:15]=[CH:14][CH:13]=[CH:12][CH:11]=2)[CH:5]=[CH:4][C:3]=1[OH:9], predict the reactants needed to synthesize it. The reactants are: [NH2:1][C:2]1[CH:7]=[C:6](Br)[CH:5]=[CH:4][C:3]=1[OH:9].[C:10]1(B(O)O)[CH:15]=[CH:14][CH:13]=[CH:12][CH:11]=1. (5) The reactants are: C([O:3][C:4]([C:6]1[CH:7]=[N:8][N:9]([C:11]2[N:19]=[C:18]3[C:14]([N:15]=[CH:16][N:17]3[C@H:20]3[C@H:24]([OH:25])[C@H:23]([OH:26])[C@@H:22]([CH2:27][OH:28])[O:21]3)=[C:13]([NH2:29])[N:12]=2)[CH:10]=1)=O)C.[CH3:30][NH2:31]. Given the product [OH:25][C@@H:24]1[C@H:23]([OH:26])[C@@H:22]([CH2:27][OH:28])[O:21][C@H:20]1[N:17]1[CH:16]=[N:15][C:14]2[C:18]1=[N:19][C:11]([N:9]1[CH:10]=[C:6]([C:4]([NH:31][CH3:30])=[O:3])[CH:7]=[N:8]1)=[N:12][C:13]=2[NH2:29], predict the reactants needed to synthesize it. (6) The reactants are: Br[C:2]1[CH:3]=[C:4]2[C:9](=[CH:10][CH:11]=1)[N:8]([CH3:12])[C:7](=[O:13])[CH2:6][C:5]2([CH3:15])[CH3:14].[CH3:16][C:17]1([CH3:33])[C:21]([CH3:23])([CH3:22])[O:20][B:19]([B:19]2[O:20][C:21]([CH3:23])([CH3:22])[C:17]([CH3:33])([CH3:16])[O:18]2)[O:18]1.C([O-])(=O)C.[K+]. Given the product [CH3:12][N:8]1[C:9]2[C:4](=[CH:3][C:2]([B:19]3[O:20][C:21]([CH3:23])([CH3:22])[C:17]([CH3:33])([CH3:16])[O:18]3)=[CH:11][CH:10]=2)[C:5]([CH3:15])([CH3:14])[CH2:6][C:7]1=[O:13], predict the reactants needed to synthesize it. (7) Given the product [C:24]([O:28][C:29](=[O:44])[NH:30][C@H:31]([C:35]1[CH:40]=[C:39]([F:41])[C:38]([F:42])=[C:37]([F:43])[CH:36]=1)[C@H:32]([O:34][Si:1]([C:14]([CH3:17])([CH3:16])[CH3:15])([C:8]1[CH:13]=[CH:12][CH:11]=[CH:10][CH:9]=1)[C:2]1[CH:7]=[CH:6][CH:5]=[CH:4][CH:3]=1)[CH3:33])([CH3:25])([CH3:26])[CH3:27], predict the reactants needed to synthesize it. The reactants are: [Si:1](Cl)([C:14]([CH3:17])([CH3:16])[CH3:15])([C:8]1[CH:13]=[CH:12][CH:11]=[CH:10][CH:9]=1)[C:2]1[CH:7]=[CH:6][CH:5]=[CH:4][CH:3]=1.CN(C=O)C.[C:24]([O:28][C:29](=[O:44])[NH:30][C@H:31]([C:35]1[CH:40]=[C:39]([F:41])[C:38]([F:42])=[C:37]([F:43])[CH:36]=1)[C@H:32]([OH:34])[CH3:33])([CH3:27])([CH3:26])[CH3:25].N1C=CN=C1.